From a dataset of Forward reaction prediction with 1.9M reactions from USPTO patents (1976-2016). Predict the product of the given reaction. (1) Given the reactants Cl[C:2]1[N:7]=[CH:6][N:5]=[C:4]([NH:8][C:9]2[CH:14]=[CH:13][CH:12]=[C:11]([CH2:15][S:16]([CH3:19])(=[O:18])=[O:17])[CH:10]=2)[N:3]=1.[F:20][C:21]1[CH:26]=[CH:25][C:24](B(O)O)=[C:23]([O:30][CH:31]([CH3:33])[CH3:32])[CH:22]=1, predict the reaction product. The product is: [F:20][C:21]1[CH:26]=[CH:25][C:24]([C:2]2[N:7]=[CH:6][N:5]=[C:4]([NH:8][C:9]3[CH:14]=[CH:13][CH:12]=[C:11]([CH2:15][S:16]([CH3:19])(=[O:18])=[O:17])[CH:10]=3)[N:3]=2)=[C:23]([O:30][CH:31]([CH3:33])[CH3:32])[CH:22]=1. (2) Given the reactants O=[CH:2][CH2:3][CH2:4][C:5]1[CH:10]=[C:9]([C:11]2[CH:16]=[CH:15][CH:14]=[C:13]([C:17]([F:20])([F:19])[F:18])[CH:12]=2)[N:8]=[C:7]([C:21]#[N:22])[N:6]=1.Cl.[CH3:24][NH:25][C:26](=[O:29])[CH2:27][NH2:28].C(O)(=O)C.C(O[BH-](OC(=O)C)OC(=O)C)(=O)C.[Na+].[CH3:48][OH:49], predict the reaction product. The product is: [F:18][C:17]([F:20])([F:19])[C:48]([OH:29])=[O:49].[CH3:24][NH:25][C:26]([CH2:27][NH:28][CH2:2][CH2:3][CH2:4][C:5]1[CH:10]=[C:9]([C:11]2[CH:16]=[CH:15][CH:14]=[C:13]([C:17]([F:20])([F:19])[F:18])[CH:12]=2)[N:8]=[C:7]([C:21]#[N:22])[N:6]=1)=[O:29].[CH3:24][NH:25][C:26]([CH2:27][NH:28][CH2:2][CH2:3][CH2:4][C:5]1[CH:10]=[C:9]([C:11]2[CH:16]=[CH:15][CH:14]=[C:13]([C:17]([F:20])([F:19])[F:18])[CH:12]=2)[N:8]=[C:7]([C:21]#[N:22])[N:6]=1)=[O:29]. (3) Given the reactants [OH-:1].[K+].[F:3][C:4]1[CH:12]=[CH:11][C:10]([C:13]#N)=[C:9]2[C:5]=1[CH:6]=[CH:7][NH:8]2.[OH2:15].CCO, predict the reaction product. The product is: [F:3][C:4]1[CH:12]=[CH:11][C:10]([C:13]([OH:15])=[O:1])=[C:9]2[C:5]=1[CH:6]=[CH:7][NH:8]2. (4) Given the reactants [CH:1]([O:4][C:5]1[CH:6]=[C:7]([CH:11]=[C:12]([O:14][C@@H:15](C)[CH2:16][C:17]2[CH:22]=[CH:21][CH:20]=[CH:19]C=2)[CH:13]=1)[C:8]([OH:10])=[O:9])([CH3:3])[CH3:2].[C:24](=O)([O-])[O-].[K+].[K+].C(Br)C1C=CC=CC=1, predict the reaction product. The product is: [CH2:15]([O:14][C:12]1[CH:11]=[C:7]([CH:6]=[C:5]([O:4][CH:1]([CH3:2])[CH3:3])[CH:13]=1)[C:8]([O:10][CH3:24])=[O:9])[C:16]1[CH:17]=[CH:22][CH:21]=[CH:20][CH:19]=1. (5) Given the reactants [Br:1][C:2]1[CH:3]=[C:4]([S:8][CH2:9][CH2:10][C:11]([O:13]CC)=[O:12])[CH:5]=[CH:6][CH:7]=1.[OH-].[Na+].Cl, predict the reaction product. The product is: [Br:1][C:2]1[CH:3]=[C:4]([S:8][CH2:9][CH2:10][C:11]([OH:13])=[O:12])[CH:5]=[CH:6][CH:7]=1. (6) The product is: [F:9][C:7]1[CH:8]=[C:3]([C:1]2[NH:45][C:51](=[O:52])[O:53][N:2]=2)[CH:4]=[C:5]([F:43])[C:6]=1[N:10]1[CH2:15][CH2:14][CH:13]([CH2:16][N:17]([C@@H:25]([C:27]2[C:36]3[C:31](=[CH:32][CH:33]=[CH:34][CH:35]=3)[CH:30]=[CH:29][CH:28]=2)[CH3:26])[C:18](=[O:24])[O:19][C:20]([CH3:23])([CH3:22])[CH3:21])[CH:12]([C:37]2[CH:42]=[CH:41][CH:40]=[CH:39][CH:38]=2)[CH2:11]1. Given the reactants [C:1]([C:3]1[CH:8]=[C:7]([F:9])[C:6]([N:10]2[CH2:15][CH2:14][CH:13]([CH2:16][N:17]([C@@H:25]([C:27]3[C:36]4[C:31](=[CH:32][CH:33]=[CH:34][CH:35]=4)[CH:30]=[CH:29][CH:28]=3)[CH3:26])[C:18](=[O:24])[O:19][C:20]([CH3:23])([CH3:22])[CH3:21])[CH:12]([C:37]3[CH:42]=[CH:41][CH:40]=[CH:39][CH:38]=3)[CH2:11]2)=[C:5]([F:43])[CH:4]=1)#[N:2].Cl.[NH2:45]O.C(O)C.Cl[C:51]([O:53]CC(CC)CCCC)=[O:52], predict the reaction product. (7) The product is: [CH2:1]([C:3]1[O:4][C:5]2[CH:23]=[CH:22][CH:21]=[CH:20][C:6]=2[C:7]=1[C:8]([C:10]1[CH:15]=[C:14]([CH3:16])[C:13]([OH:17])=[C:12]([CH3:19])[CH:11]=1)=[O:9])[CH3:2]. Given the reactants [CH2:1]([C:3]1[O:4][C:5]2[CH:23]=[CH:22][CH:21]=[CH:20][C:6]=2[C:7]=1[C:8]([C:10]1[CH:15]=[C:14]([CH3:16])[C:13]([O:17]C)=[C:12]([CH3:19])[CH:11]=1)=[O:9])[CH3:2], predict the reaction product. (8) Given the reactants [Cl:1][C:2]1[CH:7]=[C:6]([C:8]2[N:9]=[C:10](O)[C:11]3[CH:17]=[CH:16][N:15]=[CH:14][C:12]=3[N:13]=2)[CH:5]=[CH:4][N:3]=1.[C:19]([O:23][C:24]([N:26]1[CH2:31][C@@H:30]2[CH2:32][C@H:27]1[CH2:28][NH:29]2)=[O:25])([CH3:22])([CH3:21])[CH3:20], predict the reaction product. The product is: [C:19]([O:23][C:24]([N:26]1[CH2:31][C@@H:30]2[CH2:32][C@H:27]1[CH2:28][N:29]2[C:10]1[C:11]2[CH:17]=[CH:16][N:15]=[CH:14][C:12]=2[N:13]=[C:8]([C:6]2[CH:5]=[CH:4][N:3]=[C:2]([Cl:1])[CH:7]=2)[N:9]=1)=[O:25])([CH3:22])([CH3:20])[CH3:21]. (9) Given the reactants [Cl:1][C:2]1[S:6][CH:5]=[C:4]([C:7]2[NH:8][C:9]([CH2:18][CH3:19])=[C:10]([C:12]3[CH:13]=[N:14][CH:15]=[CH:16][CH:17]=3)[N:11]=2)[CH:3]=1.[NH3:20].Cl[S:22]([OH:25])(=[O:24])=[O:23], predict the reaction product. The product is: [Cl:1][C:2]1[S:6][C:5]([S:22]([OH:25])(=[O:24])=[O:23])=[C:4]([C:7]2[NH:8][C:9]([CH2:18][CH3:19])=[C:10]([C:12]3[CH:13]=[N:14][CH:15]=[CH:16][CH:17]=3)[N:11]=2)[CH:3]=1.[Cl:1][C:2]1[S:6][C:5]([S:22](=[O:25])(=[O:23])[NH2:20])=[C:4]([C:7]2[NH:8][C:9]([CH2:18][CH3:19])=[C:10]([C:12]3[CH:13]=[N:14][CH:15]=[CH:16][CH:17]=3)[N:11]=2)[CH:3]=1. (10) Given the reactants [C:1]([C:3]1[C:4]([N:17]2[CH2:20][CH:19]([C:21](O)=[O:22])[CH2:18]2)=[N:5][C:6]([O:14][CH2:15][CH3:16])=[C:7]([C:9]([O:11][CH2:12][CH3:13])=[O:10])[CH:8]=1)#[N:2].[F:24][C:25]1[CH:30]=[CH:29][C:28]([CH2:31][S:32]([NH2:35])(=[O:34])=[O:33])=[CH:27][CH:26]=1, predict the reaction product. The product is: [CH2:12]([O:11][C:9](=[O:10])[C:7]1[CH:8]=[C:3]([C:1]#[N:2])[C:4]([N:17]2[CH2:20][CH:19]([C:21](=[O:22])[NH:35][S:32]([CH2:31][C:28]3[CH:29]=[CH:30][C:25]([F:24])=[CH:26][CH:27]=3)(=[O:34])=[O:33])[CH2:18]2)=[N:5][C:6]=1[O:14][CH2:15][CH3:16])[CH3:13].